From a dataset of Full USPTO retrosynthesis dataset with 1.9M reactions from patents (1976-2016). Predict the reactants needed to synthesize the given product. Given the product [Cl:1][C:2]1[CH:3]=[C:4]([CH:10]=[CH:11][CH:12]=1)[C:5]([C:7](=[CH:20][NH:19][C:13]1[CH:18]=[CH:17][CH:16]=[CH:15][CH:14]=1)[C:8]#[N:9])=[O:6], predict the reactants needed to synthesize it. The reactants are: [Cl:1][C:2]1[CH:3]=[C:4]([CH:10]=[CH:11][CH:12]=1)[C:5]([CH2:7][C:8]#[N:9])=[O:6].[C:13]1([N:19](C2C=CC=CC=2)[CH:20]=N)[CH:18]=[CH:17][CH:16]=[CH:15][CH:14]=1.